This data is from Forward reaction prediction with 1.9M reactions from USPTO patents (1976-2016). The task is: Predict the product of the given reaction. Given the reactants C1C([N+]([O-])=O)=CC=C([Cl-][C:11]([O-])=[O:12])C=1.[CH:14]1([N:18]2[CH2:24][CH2:23][CH2:22][NH:21][CH2:20][CH2:19]2)[CH2:17][CH2:16][CH2:15]1.N1C=CC=CC=1.Cl.[NH:32]1[CH2:35][CH:34]([OH:36])[CH2:33]1.CCN(C(C)C)C(C)C, predict the reaction product. The product is: [CH:14]1([N:18]2[CH2:24][CH2:23][CH2:22][N:21]([C:11]([N:32]3[CH2:35][CH:34]([OH:36])[CH2:33]3)=[O:12])[CH2:20][CH2:19]2)[CH2:17][CH2:16][CH2:15]1.